This data is from Forward reaction prediction with 1.9M reactions from USPTO patents (1976-2016). The task is: Predict the product of the given reaction. Given the reactants [CH3:1][O:2][C:3]1[CH:23]=[CH:22][C:6]2[CH2:7][C@@H:8]3[C@@H:13]([C:14]4([C:18](=[O:19])[N:17]([CH3:20])[C:16](=O)[NH:15]4)[C:5]=2[CH:4]=1)[CH2:12][O:11][CH2:10][CH2:9]3.C1(C)C=CC=CC=1.COC1C=CC(P2(SP(C3C=CC(OC)=CC=3)(=S)S2)=[S:40])=CC=1, predict the reaction product. The product is: [CH3:1][O:2][C:3]1[CH:23]=[CH:22][C:6]2[CH2:7][C@@H:8]3[C@@H:13]([C:14]4([C:18](=[O:19])[N:17]([CH3:20])[C:16](=[S:40])[NH:15]4)[C:5]=2[CH:4]=1)[CH2:12][O:11][CH2:10][CH2:9]3.